This data is from Forward reaction prediction with 1.9M reactions from USPTO patents (1976-2016). The task is: Predict the product of the given reaction. Given the reactants C(=O)([O-])[O-].[K+].[K+].O.[OH:8][C:9]1[CH:13]=[CH:12][S:11][C:10]=1[C:14]([C:16]1[CH:21]=[CH:20][C:19]([O:22][C:23]([F:26])([F:25])[F:24])=[CH:18][CH:17]=1)=[O:15].[C:27]([O:30][C@@H:31]1[C@@H:36]([O:37][C:38](=[O:40])[CH3:39])[C@H:35]([O:41][C:42](=[O:44])[CH3:43])[C@@H:34]([CH2:45][O:46][C:47](=[O:49])[CH3:48])[O:33][C@@H:32]1Br)(=[O:29])[CH3:28], predict the reaction product. The product is: [C:27]([O:30][CH:31]1[CH:36]([O:37][C:38](=[O:40])[CH3:39])[CH:35]([O:41][C:42](=[O:44])[CH3:43])[CH:34]([CH2:45][O:46][C:47](=[O:49])[CH3:48])[O:33][CH:32]1[O:8][C:9]1[CH:13]=[CH:12][S:11][C:10]=1[C:14](=[O:15])[C:16]1[CH:17]=[CH:18][C:19]([O:22][C:23]([F:26])([F:24])[F:25])=[CH:20][CH:21]=1)(=[O:29])[CH3:28].